This data is from Catalyst prediction with 721,799 reactions and 888 catalyst types from USPTO. The task is: Predict which catalyst facilitates the given reaction. (1) Reactant: C([O-])([O-])=O.[K+].[K+].[OH:7][C:8]1[CH:17]=[CH:16][C:15]([S:18]([N:21]2[CH2:26][CH2:25][CH2:24][CH2:23][CH2:22]2)(=[O:20])=[O:19])=[CH:14][C:9]=1[C:10]([O:12][CH3:13])=[O:11].Br[CH2:28][C:29]1[CH:34]=[CH:33][CH:32]=[CH:31][CH:30]=1. Product: [C:29]1([CH2:28][O:7][C:8]2[CH:17]=[CH:16][C:15]([S:18]([N:21]3[CH2:26][CH2:25][CH2:24][CH2:23][CH2:22]3)(=[O:20])=[O:19])=[CH:14][C:9]=2[C:10]([O:12][CH3:13])=[O:11])[CH:34]=[CH:33][CH:32]=[CH:31][CH:30]=1. The catalyst class is: 21. (2) Reactant: [OH:1][C:2]1[CH:7]=[C:6]([CH3:8])[C:5]([C:9]2[CH:14]=[CH:13][CH:12]=[C:11]([CH2:15][O:16][C:17]3[CH:22]=[CH:21][C:20]([C:23]4([CH2:27][C:28]([O:30][CH2:31][CH3:32])=[O:29])[CH2:26][O:25][CH2:24]4)=[CH:19][CH:18]=3)[CH:10]=2)=[C:4]([CH3:33])[CH:3]=1.Br[CH2:35][C:36]1([CH2:40][OH:41])[CH2:39][O:38][CH2:37]1.C(=O)([O-])[O-].[Cs+].[Cs+]. Product: [OH:41][CH2:40][C:36]1([CH2:35][O:1][C:2]2[CH:3]=[C:4]([CH3:33])[C:5]([C:9]3[CH:14]=[CH:13][CH:12]=[C:11]([CH2:15][O:16][C:17]4[CH:22]=[CH:21][C:20]([C:23]5([CH2:27][C:28]([O:30][CH2:31][CH3:32])=[O:29])[CH2:24][O:25][CH2:26]5)=[CH:19][CH:18]=4)[CH:10]=3)=[C:6]([CH3:8])[CH:7]=2)[CH2:39][O:38][CH2:37]1. The catalyst class is: 3. (3) Reactant: [CH3:1][O:2][C:3]1[CH:4]=[C:5]([NH2:15])[CH:6]=[CH:7][C:8]=1[N:9]1[CH:13]=[C:12]([CH3:14])[N:11]=[CH:10]1.Cl[C:17]1[N:22]=[C:21]([C:23]([OH:26])([CH3:25])[CH3:24])[CH:20]=[C:19]([O:27][CH2:28][CH3:29])[N:18]=1.Cl. Product: [CH2:28]([O:27][C:19]1[N:18]=[C:17]([NH:15][C:5]2[CH:6]=[CH:7][C:8]([N:9]3[CH:13]=[C:12]([CH3:14])[N:11]=[CH:10]3)=[C:3]([O:2][CH3:1])[CH:4]=2)[N:22]=[C:21]([C:23]([OH:26])([CH3:25])[CH3:24])[CH:20]=1)[CH3:29]. The catalyst class is: 162. (4) Reactant: [CH3:1][O:2][C:3](=[O:27])[C:4]1[CH:9]=[CH:8][C:7]([S:10]([N:13]2[C:21]3[C:16](=[CH:17][CH:18]=[CH:19][CH:20]=3)[C:15]([C:22]3[CH2:26][CH2:25][CH2:24][CH:23]=3)=[CH:14]2)(=[O:12])=[O:11])=[CH:6][CH:5]=1. Product: [CH3:1][O:2][C:3](=[O:27])[C:4]1[CH:9]=[CH:8][C:7]([S:10]([N:13]2[C:21]3[C:16](=[CH:17][CH:18]=[CH:19][CH:20]=3)[C:15]([CH:22]3[CH2:23][CH2:24][CH2:25][CH2:26]3)=[CH:14]2)(=[O:11])=[O:12])=[CH:6][CH:5]=1. The catalyst class is: 696.